Dataset: Catalyst prediction with 721,799 reactions and 888 catalyst types from USPTO. Task: Predict which catalyst facilitates the given reaction. Reactant: [Li][CH2:2][CH2:3][CH2:4][CH3:5].[O:6]1[C:10]2(CCC(=O)[CH2:12][CH2:11]2)[O:9][CH2:8][CH2:7]1. Product: [CH2:5]=[C:4]1[CH2:12][CH2:11][C:10]2([O:9][CH2:8][CH2:7][O:6]2)[CH2:2][CH2:3]1. The catalyst class is: 307.